Dataset: Forward reaction prediction with 1.9M reactions from USPTO patents (1976-2016). Task: Predict the product of the given reaction. (1) Given the reactants [C:1]([O:5][C:6]([NH:8][C:9]1[CH:10]=[C:11]2[C:15](=[CH:16][CH:17]=1)[NH:14][C:13](=[O:18])[CH2:12]2)=[O:7])([CH3:4])([CH3:3])[CH3:2].[NH:19]1[C:27]2[C:22](=[CH:23][CH:24]=[CH:25][CH:26]=2)[CH:21]=[C:20]1[CH:28]=O, predict the reaction product. The product is: [C:1]([O:5][C:6]([NH:8][C:9]1[CH:10]=[C:11]2[C:15](=[CH:16][CH:17]=1)[NH:14][C:13](=[O:18])[C:12]2=[CH:28][C:20]1[NH:19][C:27]2[C:22]([CH:21]=1)=[CH:23][CH:24]=[CH:25][CH:26]=2)=[O:7])([CH3:4])([CH3:2])[CH3:3]. (2) Given the reactants [Br:1][C:2]1[CH:3]=[C:4]([NH:13][C@H:14]2[CH2:19][CH2:18][C@H:17]([NH:20][C:21]([O:23][C:24]([CH3:27])([CH3:26])[CH3:25])=[O:22])[CH2:16][CH2:15]2)[C:5]([CH3:12])=[C:6]([CH:11]=1)[C:7]([O:9][CH3:10])=[O:8].[CH:28](=O)[CH2:29][CH3:30].C(O)(=O)C.C(O[BH-](OC(=O)C)OC(=O)C)(=O)C.[Na+], predict the reaction product. The product is: [Br:1][C:2]1[CH:3]=[C:4]([N:13]([C@H:14]2[CH2:19][CH2:18][C@H:17]([NH:20][C:21]([O:23][C:24]([CH3:27])([CH3:26])[CH3:25])=[O:22])[CH2:16][CH2:15]2)[CH2:28][CH2:29][CH3:30])[C:5]([CH3:12])=[C:6]([CH:11]=1)[C:7]([O:9][CH3:10])=[O:8]. (3) Given the reactants Br[C:2]1[C:11]2[C:6](=[CH:7][CH:8]=[CH:9][CH:10]=2)[CH:5]=[N:4][CH:3]=1.[C:12](=[O:15])([O-])[O-].[Na+].[Na+], predict the reaction product. The product is: [CH:5]1[C:6]2[C:11](=[CH:10][CH:9]=[CH:8][CH:7]=2)[C:2]([C:6]2[CH:11]=[CH:10][C:9]([CH2:12][OH:15])=[CH:8][CH:7]=2)=[CH:3][N:4]=1. (4) The product is: [ClH:53].[CH3:38][C:39]1[C:43]([CH2:44][N:18]2[CH2:19][CH2:20][N:15]([C:21]3[C:26]([C:27]4[CH:28]=[CH:29][C:30]([CH2:31][NH:32][C:33](=[O:35])[CH3:34])=[CH:36][CH:37]=4)=[N:25][CH:24]=[CH:23][N:22]=3)[CH2:16][CH2:17]2)=[C:42]([CH3:46])[N:41]([C:47]2[CH:52]=[CH:51][CH:50]=[CH:49][N:48]=2)[N:40]=1. Given the reactants C(O[BH-](OC(=O)C)OC(=O)C)(=O)C.[Na+].[N:15]1([C:21]2[C:26]([C:27]3[CH:37]=[CH:36][C:30]([CH2:31][NH:32][C:33](=[O:35])[CH3:34])=[CH:29][CH:28]=3)=[N:25][CH:24]=[CH:23][N:22]=2)[CH2:20][CH2:19][NH:18][CH2:17][CH2:16]1.[CH3:38][C:39]1[C:43]([CH:44]=O)=[C:42]([CH3:46])[N:41]([C:47]2[CH:52]=[CH:51][CH:50]=[CH:49][N:48]=2)[N:40]=1.[ClH:53], predict the reaction product. (5) Given the reactants [N:1]1([CH:7]2[CH2:12][CH2:11][N:10]([C:13]([O:15][C:16]3[CH:21]=[C:20]([F:22])[CH:19]=[CH:18][C:17]=3/[CH:23]=[C:24]3\[C:25](=[O:35])[N:26]=[C:27]([N:29]4[CH2:34][CH2:33][CH2:32][CH2:31][NH:30]4)[S:28]\3)=[O:14])[CH2:9][CH2:8]2)[CH2:6][CH2:5][CH2:4][CH2:3][CH2:2]1.[ClH:36].O1CCOCC1, predict the reaction product. The product is: [ClH:36].[ClH:36].[N:1]1([CH:7]2[CH2:8][CH2:9][N:10]([C:13]([O:15][C:16]3[CH:21]=[C:20]([F:22])[CH:19]=[CH:18][C:17]=3/[CH:23]=[C:24]3\[C:25](=[O:35])[N:26]=[C:27]([N:29]4[CH2:34][CH2:33][CH2:32][CH2:31][NH:30]4)[S:28]\3)=[O:14])[CH2:11][CH2:12]2)[CH2:2][CH2:3][CH2:4][CH2:5][CH2:6]1.